Predict the product of the given reaction. From a dataset of Forward reaction prediction with 1.9M reactions from USPTO patents (1976-2016). (1) Given the reactants [CH:1]([C:4]1[C:9](=[O:10])[N:8]2[N:11]=[CH:12][C:13]([C:14]#[N:15])=[C:7]2[NH:6][C:5]=1[C:16]1[CH:17]=[N:18][NH:19][CH:20]=1)([CH3:3])[CH3:2].[H-].[Na+].F[C:24]1[CH:29]=[CH:28][CH:27]=[CH:26][N:25]=1, predict the reaction product. The product is: [CH:1]([C:4]1[C:9](=[O:10])[N:8]2[N:11]=[CH:12][C:13]([C:14]#[N:15])=[C:7]2[NH:6][C:5]=1[C:16]1[CH:20]=[N:19][N:18]([C:24]2[CH:29]=[CH:28][CH:27]=[CH:26][N:25]=2)[CH:17]=1)([CH3:3])[CH3:2]. (2) Given the reactants [F:1][C:2]1[CH:7]=[CH:6][C:5]([N:8]2[C:12]([C:13]3[CH:18]=[CH:17][C:16]([C@:19]4([C:35](=[O:37])[NH2:36])[CH2:23][CH2:22][CH2:21][N:20]4[C:24](=[O:34])[C@@H:25]([NH:29][C:30](=[O:33])[O:31][CH3:32])[CH:26]([CH3:28])[CH3:27])=[CH:15][CH:14]=3)=[CH:11][CH:10]=[C:9]2[C:38]2[CH:43]=[CH:42][C:41]([C@:44]3([C:60](=[O:62])[NH2:61])[CH2:48][CH2:47][CH2:46][N:45]3[C:49](=[O:59])[C@@H:50]([NH:54][C:55](=[O:58])[O:56][CH3:57])[CH:51]([CH3:53])[CH3:52])=[CH:40][CH:39]=2)=[CH:4][CH:3]=1.[Br:63]N1C(=O)CCC1=O, predict the reaction product. The product is: [Br:63][C:10]1[CH:11]=[C:12]([C:13]2[CH:18]=[CH:17][C:16]([C@:19]3([C:35](=[O:37])[NH2:36])[CH2:23][CH2:22][CH2:21][N:20]3[C:24](=[O:34])[C@@H:25]([NH:29][C:30](=[O:33])[O:31][CH3:32])[CH:26]([CH3:28])[CH3:27])=[CH:15][CH:14]=2)[N:8]([C:5]2[CH:6]=[CH:7][C:2]([F:1])=[CH:3][CH:4]=2)[C:9]=1[C:38]1[CH:39]=[CH:40][C:41]([C@:44]2([C:60](=[O:62])[NH2:61])[CH2:48][CH2:47][CH2:46][N:45]2[C:49](=[O:59])[C@@H:50]([NH:54][C:55](=[O:58])[O:56][CH3:57])[CH:51]([CH3:52])[CH3:53])=[CH:42][CH:43]=1.